From a dataset of Full USPTO retrosynthesis dataset with 1.9M reactions from patents (1976-2016). Predict the reactants needed to synthesize the given product. (1) The reactants are: [Br:1][C:2]1[C:10]2[C:5](=[N:6][CH:7]=[N:8][C:9]=2[NH2:11])[NH:4][N:3]=1.O[CH:13]1[CH2:18][N:17]([C:19]([O:21][C:22]([CH3:25])([CH3:24])[CH3:23])=[O:20])[CH:16]([CH3:26])[CH2:15][CH2:14]1.C1(P(C2C=CC=CC=2)C2C=CC=CC=2)C=CC=CC=1.CC(OC(/N=N/C(OC(C)C)=O)=O)C. Given the product [NH2:11][C:9]1[N:8]=[CH:7][N:6]=[C:5]2[N:4]([CH:13]3[CH2:18][N:17]([C:19]([O:21][C:22]([CH3:25])([CH3:24])[CH3:23])=[O:20])[CH:16]([CH3:26])[CH2:15][CH2:14]3)[N:3]=[C:2]([Br:1])[C:10]=12, predict the reactants needed to synthesize it. (2) Given the product [CH2:1]([C:3]1[C:4]([O:22][CH3:23])=[C:5]([CH:10]([CH2:20][CH3:21])[CH2:11][C@:12]([OH:19])([C:15]([F:16])([F:17])[F:18])[CH:13]=[N:24][C:25]2[CH:34]=[CH:33][CH:32]=[C:31]3[C:26]=2[CH:27]=[CH:28][C:29](=[O:35])[NH:30]3)[CH:6]=[CH:7][C:8]=1[F:9])[CH3:2], predict the reactants needed to synthesize it. The reactants are: [CH2:1]([C:3]1[C:4]([O:22][CH3:23])=[C:5]([CH:10]([CH2:20][CH3:21])[CH2:11][C@:12]([OH:19])([C:15]([F:18])([F:17])[F:16])[CH:13]=O)[CH:6]=[CH:7][C:8]=1[F:9])[CH3:2].[NH2:24][C:25]1[CH:34]=[CH:33][CH:32]=[C:31]2[C:26]=1[CH:27]=[CH:28][C:29](=[O:35])[NH:30]2.C(O)(=O)C.O. (3) Given the product [CH2:1]([O:3]/[C:4](=[CH:10]\[C:11]1[CH:16]=[CH:15][C:14]([C:17]2[CH:22]=[CH:21][CH:20]=[C:19]([N:23]([CH3:36])[C:24]([NH:45][CH2:37][CH2:38][C:39]3[CH:44]=[CH:43][CH:42]=[CH:41][CH:40]=3)=[O:25])[CH:18]=2)=[CH:13][CH:12]=1)/[C:5]([O:7][CH2:8][CH3:9])=[O:6])[CH3:2], predict the reactants needed to synthesize it. The reactants are: [CH2:1]([O:3]/[C:4](=[CH:10]\[C:11]1[CH:16]=[CH:15][C:14]([C:17]2[CH:22]=[CH:21][CH:20]=[C:19]([N:23]([CH3:36])[C:24](OC3C=CC([N+]([O-])=O)=CC=3)=[O:25])[CH:18]=2)=[CH:13][CH:12]=1)/[C:5]([O:7][CH2:8][CH3:9])=[O:6])[CH3:2].[CH2:37]([NH2:45])[CH2:38][C:39]1[CH:44]=[CH:43][CH:42]=[CH:41][CH:40]=1.O.